From a dataset of Full USPTO retrosynthesis dataset with 1.9M reactions from patents (1976-2016). Predict the reactants needed to synthesize the given product. The reactants are: Cl[C:2]1[N:7]=[C:6]([C:8](=O)[C:9]([F:21])([F:20])[C:10]2[CH:11]=[C:12]3[C:17](=[CH:18][CH:19]=2)[N:16]=[CH:15][CH:14]=[CH:13]3)[C:5](F)=[CH:4][CH:3]=1.C([Li])CCC.[CH2:29]1[N:34]2[CH2:35][CH2:36][N:34]([CH2:35][CH2:36]2)[CH2:29]1.ClC1C=CC(F)=[CH:40][N:39]=1.FC(F)(C1C=C2C(=CC=1)N=CC=C2)C([N:49]([O:51]C)C)=O. Given the product [F:20][C:9]([F:21])([C:8]1[C:6]2=[N:7][C:2]([C:36]3[CH:40]=[N:39][N:34]([CH3:29])[CH:35]=3)=[CH:3][CH:4]=[C:5]2[O:51][N:49]=1)[C:10]1[CH:11]=[C:12]2[C:17](=[CH:18][CH:19]=1)[N:16]=[CH:15][CH:14]=[CH:13]2, predict the reactants needed to synthesize it.